Dataset: Retrosynthesis with 50K atom-mapped reactions and 10 reaction types from USPTO. Task: Predict the reactants needed to synthesize the given product. (1) The reactants are: CN1C(=O)CNC1=O.Cc1cc(C2CC2)cnc1N1CCN(C(=O)c2ccc(Br)cc2F)CC1. Given the product Cc1cc(C2CC2)cnc1N1CCN(C(=O)c2ccc(N3CC(=O)N(C)C3=O)cc2F)CC1, predict the reactants needed to synthesize it. (2) Given the product COc1ccccc1N1CCN(CCN(C(=O)C2CCCCC2)c2ccccc2NS(C)(=O)=O)CC1, predict the reactants needed to synthesize it. The reactants are: COc1ccccc1N1CCN(CCN(C(=O)C2CCCCC2)c2ccccc2N)CC1.CS(=O)(=O)Cl.